Dataset: NCI-60 drug combinations with 297,098 pairs across 59 cell lines. Task: Regression. Given two drug SMILES strings and cell line genomic features, predict the synergy score measuring deviation from expected non-interaction effect. (1) Drug 1: CC12CCC(CC1=CCC3C2CCC4(C3CC=C4C5=CN=CC=C5)C)O. Drug 2: CN(CCCl)CCCl.Cl. Cell line: HOP-92. Synergy scores: CSS=21.9, Synergy_ZIP=-7.11, Synergy_Bliss=-0.419, Synergy_Loewe=-1.28, Synergy_HSA=0.209. (2) Synergy scores: CSS=53.1, Synergy_ZIP=6.11, Synergy_Bliss=11.2, Synergy_Loewe=-1.44, Synergy_HSA=12.4. Drug 1: CC1=C2C(C(=O)C3(C(CC4C(C3C(C(C2(C)C)(CC1OC(=O)C(C(C5=CC=CC=C5)NC(=O)OC(C)(C)C)O)O)OC(=O)C6=CC=CC=C6)(CO4)OC(=O)C)OC)C)OC. Cell line: SF-268. Drug 2: C(CCl)NC(=O)N(CCCl)N=O. (3) Drug 2: C(CC(=O)O)C(=O)CN.Cl. Synergy scores: CSS=3.43, Synergy_ZIP=-0.919, Synergy_Bliss=3.85, Synergy_Loewe=0.259, Synergy_HSA=1.31. Cell line: HS 578T. Drug 1: CCCCCOC(=O)NC1=NC(=O)N(C=C1F)C2C(C(C(O2)C)O)O. (4) Drug 1: CN(CC1=CN=C2C(=N1)C(=NC(=N2)N)N)C3=CC=C(C=C3)C(=O)NC(CCC(=O)O)C(=O)O. Drug 2: C1CC(C1)(C(=O)O)C(=O)O.[NH2-].[NH2-].[Pt+2]. Cell line: LOX IMVI. Synergy scores: CSS=50.5, Synergy_ZIP=0.218, Synergy_Bliss=-1.50, Synergy_Loewe=-5.45, Synergy_HSA=1.29. (5) Drug 1: C1CC(=O)NC(=O)C1N2CC3=C(C2=O)C=CC=C3N. Drug 2: C1=C(C(=O)NC(=O)N1)N(CCCl)CCCl. Cell line: MOLT-4. Synergy scores: CSS=28.1, Synergy_ZIP=-5.49, Synergy_Bliss=-13.4, Synergy_Loewe=-34.7, Synergy_HSA=-14.9. (6) Cell line: HS 578T. Drug 2: C1CN(P(=O)(OC1)NCCCl)CCCl. Synergy scores: CSS=69.7, Synergy_ZIP=-3.41, Synergy_Bliss=-7.02, Synergy_Loewe=-53.3, Synergy_HSA=-6.18. Drug 1: CC=C1C(=O)NC(C(=O)OC2CC(=O)NC(C(=O)NC(CSSCCC=C2)C(=O)N1)C(C)C)C(C)C.